From a dataset of Full USPTO retrosynthesis dataset with 1.9M reactions from patents (1976-2016). Predict the reactants needed to synthesize the given product. (1) Given the product [CH3:19][C:15]1[CH:14]=[C:13]([CH2:12][C:11]([N:7]2[C:8]3[C:4](=[CH:3][C:2]([B:21]4[O:25][C:24]([CH3:27])([CH3:26])[C:23]([CH3:29])([CH3:28])[O:22]4)=[CH:10][CH:9]=3)[CH2:5][CH2:6]2)=[O:20])[CH:18]=[CH:17][CH:16]=1, predict the reactants needed to synthesize it. The reactants are: Br[C:2]1[CH:3]=[C:4]2[C:8](=[CH:9][CH:10]=1)[N:7]([C:11](=[O:20])[CH2:12][C:13]1[CH:18]=[CH:17][CH:16]=[C:15]([CH3:19])[CH:14]=1)[CH2:6][CH2:5]2.[B:21]1([B:21]2[O:25][C:24]([CH3:27])([CH3:26])[C:23]([CH3:29])([CH3:28])[O:22]2)[O:25][C:24]([CH3:27])([CH3:26])[C:23]([CH3:29])([CH3:28])[O:22]1.C([O-])(=O)C.[K+].O1CCOCC1. (2) Given the product [NH2:18][C:10]1[C:11]2[C:16](=[CH:15][CH:14]=[CH:13][C:12]=2[F:17])[C:8]([C:4]2[CH:3]=[C:2]([C:33]3[CH:34]=[N:35][CH:36]=[C:31]([CH:32]=3)[C:29]#[N:30])[CH:7]=[CH:6][CH:5]=2)([C:19]2[CH:24]=[CH:23][N:22]=[C:21]([C:25]([F:26])([F:28])[F:27])[CH:20]=2)[N:9]=1, predict the reactants needed to synthesize it. The reactants are: Br[C:2]1[CH:3]=[C:4]([C:8]2([C:19]3[CH:24]=[CH:23][N:22]=[C:21]([C:25]([F:28])([F:27])[F:26])[CH:20]=3)[C:16]3[C:11](=[C:12]([F:17])[CH:13]=[CH:14][CH:15]=3)[C:10]([NH2:18])=[N:9]2)[CH:5]=[CH:6][CH:7]=1.[C:29]([C:31]1[CH:32]=[C:33](B(O)O)[CH:34]=[N:35][CH:36]=1)#[N:30].C([O-])([O-])=O.[K+].[K+]. (3) Given the product [C:1]([O:5][C:6]([N:8]1[CH2:13][CH2:12][N:11]([C:21](=[O:20])[C:23]([F:26])([F:25])[F:24])[CH2:10][CH2:9]1)=[O:7])([CH3:4])([CH3:2])[CH3:3], predict the reactants needed to synthesize it. The reactants are: [C:1]([O:5][C:6]([N:8]1[CH2:13][CH2:12][NH:11][CH2:10][CH2:9]1)=[O:7])([CH3:4])([CH3:3])[CH3:2].N1C=CC=CC=1.[O:20](C(C(F)(F)F)=O)[C:21]([C:23]([F:26])([F:25])[F:24])=O.Cl. (4) Given the product [CH2:1]([NH:8][C:19]1[N:23]([CH2:24][C:25]([CH3:26])([OH:27])[CH3:28])[N:22]=[C:21]([Br:29])[N:20]=1)[C:2]1[CH:7]=[CH:6][CH:5]=[CH:4][CH:3]=1, predict the reactants needed to synthesize it. The reactants are: [CH2:1]([NH2:8])[C:2]1[CH:7]=[CH:6][CH:5]=[CH:4][CH:3]=1.C(N(CC)C(C)C)(C)C.Br[C:19]1[N:23]([CH2:24][C:25]([CH3:28])([OH:27])[CH3:26])[N:22]=[C:21]([Br:29])[N:20]=1.